This data is from Catalyst prediction with 721,799 reactions and 888 catalyst types from USPTO. The task is: Predict which catalyst facilitates the given reaction. (1) Reactant: [CH3:1][Si](C=[N+]=[N-])(C)C.[Cl:8][C:9]1[CH:17]=[CH:16][C:12]([C:13]([OH:15])=[O:14])=[C:11]([O:18][CH2:19][CH:20]([F:22])[F:21])[N:10]=1. Product: [CH3:1][O:14][C:13](=[O:15])[C:12]1[CH:16]=[CH:17][C:9]([Cl:8])=[N:10][C:11]=1[O:18][CH2:19][CH:20]([F:21])[F:22]. The catalyst class is: 100. (2) Reactant: [CH3:1][C:2]1[N:7]([C:8]2[CH:13]=[CH:12][CH:11]=[C:10]([C:14]([F:17])([F:16])[F:15])[CH:9]=2)[C:6](=[O:18])[C:5]([C:19]([NH:21][CH2:22][C:23]2[CH:28]=[CH:27][C:26]([S:29]([CH3:32])(=[O:31])=[O:30])=[CH:25][CH:24]=2)=[O:20])=[CH:4][C:3]=1[S:33][C:34]1[CH:39]=[CH:38][CH:37]=[CH:36][CH:35]=1.I([O-])(=O)(=O)=[O:41].[Na+].O. Product: [CH3:1][C:2]1[N:7]([C:8]2[CH:13]=[CH:12][CH:11]=[C:10]([C:14]([F:15])([F:16])[F:17])[CH:9]=2)[C:6](=[O:18])[C:5]([C:19]([NH:21][CH2:22][C:23]2[CH:28]=[CH:27][C:26]([S:29]([CH3:32])(=[O:31])=[O:30])=[CH:25][CH:24]=2)=[O:20])=[CH:4][C:3]=1[S:33]([C:34]1[CH:39]=[CH:38][CH:37]=[CH:36][CH:35]=1)=[O:41]. The catalyst class is: 5.